Dataset: Forward reaction prediction with 1.9M reactions from USPTO patents (1976-2016). Task: Predict the product of the given reaction. (1) The product is: [CH2:9]([O:8][CH:1]([O:5][CH2:6][CH3:7])[CH:14]1[CH2:13][CH2:12][O:11][CH:15]1[O:19][CH2:18][CH3:17])[CH3:10]. Given the reactants [CH:1]([O:8][CH2:9][CH3:10])([O:5][CH2:6][CH3:7])OCC.[O:11]1[CH:15]=[CH:14][CH2:13][CH2:12]1.N(CCO)[CH2:17][CH2:18][OH:19], predict the reaction product. (2) Given the reactants C([O:8][C:9]1[CH:10]=[C:11]([CH:28]=[CH:29][CH:30]=1)[C:12]([C:14](=[CH:21][C:22]1[CH:27]=[CH:26][CH:25]=[CH:24][CH:23]=1)[C:15]([NH:17][CH:18]([CH3:20])[CH3:19])=[O:16])=[O:13])C1C=CC=CC=1.CS(O)(=O)=[O:33].C(=O)(O)[O-].[Na+], predict the reaction product. The product is: [CH:18]([NH-:17])([CH3:20])[CH3:19].[OH:8][C:9]1[CH:10]=[C:11]2[C:28](=[CH:29][CH:30]=1)[CH:21]([C:22]1[CH:23]=[CH:24][CH:25]=[CH:26][CH:27]=1)[CH:14]([C:15]([O-:33])=[O:16])[C:12]2=[O:13]. (3) Given the reactants Br[C:2]1[CH:3]=[C:4](Br)[C:5]2[S:9][C:8]([NH:10][C:11]([NH:13][CH2:14][CH3:15])=[O:12])=[N:7][C:6]=2[CH:16]=1.[N:18]1[CH:23]=[CH:22][CH:21]=[C:20](B(O)O)[CH:19]=1.[O-]P([O-])([O-])=O.[K+].[K+].[K+].C(Cl)Cl, predict the reaction product. The product is: [N:18]1[CH:23]=[CH:22][CH:21]=[C:20]([C:2]2[CH:3]=[C:4]([C:20]3[CH:19]=[N:18][CH:23]=[CH:22][CH:21]=3)[C:5]3[S:9][C:8]([NH:10][C:11]([NH:13][CH2:14][CH3:15])=[O:12])=[N:7][C:6]=3[CH:16]=2)[CH:19]=1.